This data is from Catalyst prediction with 721,799 reactions and 888 catalyst types from USPTO. The task is: Predict which catalyst facilitates the given reaction. (1) Reactant: N1CCCC1.[Si](Cl)(C)(C)C.[CH2:11]([O:13][C:14]([CH3:18])([CH3:17])[CH:15]=O)[CH3:12].[Cl:19][C:20]1[CH:63]=[CH:62][C:23]([C:24]([NH:26][C:27]2[N:31]([CH2:32][CH:33]3[CH2:37][CH2:36][CH2:35][N:34]3[C:38](=[O:42])[CH2:39][C:40]#[N:41])[C:30]3[CH:43]=[CH:44][C:45]([CH2:47][N:48]([C@H:56]([C:58]([CH3:61])([CH3:60])[CH3:59])[CH3:57])[C:49](=[O:55])[O:50][C:51]([CH3:54])([CH3:53])[CH3:52])=[CH:46][C:29]=3[N:28]=2)=[O:25])=[CH:22][CH:21]=1. Product: [Cl:19][C:20]1[CH:21]=[CH:22][C:23]([C:24]([NH:26][C:27]2[N:31]([CH2:32][CH:33]3[CH2:37][CH2:36][CH2:35][N:34]3[C:38](=[O:42])[C:39]([C:40]#[N:41])=[CH:15][C:14]([O:13][CH2:11][CH3:12])([CH3:17])[CH3:18])[C:30]3[CH:43]=[CH:44][C:45]([CH2:47][N:48]([C@H:56]([C:58]([CH3:61])([CH3:60])[CH3:59])[CH3:57])[C:49](=[O:55])[O:50][C:51]([CH3:54])([CH3:52])[CH3:53])=[CH:46][C:29]=3[N:28]=2)=[O:25])=[CH:62][CH:63]=1. The catalyst class is: 47. (2) Reactant: [CH3:1][C:2]1[CH:18]=[CH:17][C:5]2[NH:6][C:7]([C:9]3[N:10]=[CH:11][S:12][C:13]=3[C:14]([OH:16])=O)=[N:8][C:4]=2[CH:3]=1.CN(C(ON1N=NC2C=CC=NC1=2)=[N+](C)C)C.F[P-](F)(F)(F)(F)F.[C:43]([NH2:47])([CH3:46])([CH3:45])[CH3:44]. The catalyst class is: 3. Product: [C:43]([NH:47][C:14]([C:13]1[S:12][CH:11]=[N:10][C:9]=1[C:7]1[NH:6][C:5]2[CH:17]=[CH:18][C:2]([CH3:1])=[CH:3][C:4]=2[N:8]=1)=[O:16])([CH3:46])([CH3:45])[CH3:44]. (3) Reactant: Cl.[CH3:2][NH:3][OH:4].CO[Na].[Br:8][C:9]1[CH:28]=[CH:27][C:12]2[O:13]C[CH:15](C3C=CC=CC=3)[CH2:16][C:17](=[N:18][C:19]#[N:20])[C:11]=2[CH:10]=1. Product: [Br:8][C:9]1[CH:10]=[C:11]2[C:17]3([O:4][N:3]([CH3:2])[C:19]([NH2:20])=[N:18]3)[CH2:16][CH2:15][O:13][C:12]2=[CH:27][CH:28]=1. The catalyst class is: 5. (4) Reactant: [CH:1]([C:3]1[CH:4]=[CH:5][C:6]([OH:13])=[C:7]([CH:12]=1)[C:8]([O:10][CH3:11])=[O:9])=[O:2].[H-].[Na+].C1C=CC(N([S:23]([C:26]([F:29])([F:28])[F:27])(=[O:25])=[O:24])[S:23]([C:26]([F:29])([F:28])[F:27])(=[O:25])=[O:24])=CC=1.O. Product: [CH:1]([C:3]1[CH:4]=[CH:5][C:6]([O:13][S:23]([C:26]([F:29])([F:28])[F:27])(=[O:25])=[O:24])=[C:7]([CH:12]=1)[C:8]([O:10][CH3:11])=[O:9])=[O:2]. The catalyst class is: 7. (5) Reactant: [O:1]1[C:5]2[CH:6]=[CH:7][C:8]([C:10]3([C:13]([OH:15])=O)[CH2:12][CH2:11]3)=[CH:9][C:4]=2[O:3][CH2:2]1.CN(C(ON1N=NC2C=CC=CC1=2)=[N+](C)C)C.F[P-](F)(F)(F)(F)F.CCN(CC)CC.[NH2:47][C:48]1[CH:49]=[C:50]2[C:54](=[CH:55][CH:56]=1)[NH:53][C:52]([CH:57]([CH3:63])[C:58]([O:60][CH2:61][CH3:62])=[O:59])=[CH:51]2. Product: [O:1]1[C:5]2[CH:6]=[CH:7][C:8]([C:10]3([C:13]([NH:47][C:48]4[CH:49]=[C:50]5[C:54](=[CH:55][CH:56]=4)[NH:53][C:52]([CH:57]([CH3:63])[C:58]([O:60][CH2:61][CH3:62])=[O:59])=[CH:51]5)=[O:15])[CH2:11][CH2:12]3)=[CH:9][C:4]=2[O:3][CH2:2]1. The catalyst class is: 10. (6) Reactant: [Br:1][C:2]1[CH:7]=[CH:6][C:5]([CH2:8]Cl)=[CH:4][C:3]=1[CH2:10][CH3:11].[C-:12]#[N:13].[K+].C([O-])([O-])=O.[Na+].[Na+]. Product: [Br:1][C:2]1[CH:7]=[CH:6][C:5]([CH2:8][C:12]#[N:13])=[CH:4][C:3]=1[CH2:10][CH3:11]. The catalyst class is: 3. (7) Reactant: [N:1]([C@H:4]([C:6]1[C:15]([C:16]2[CH:21]=[CH:20][CH:19]=[C:18]([F:22])[CH:17]=2)=[C:14]2[C:9]([CH:10]=[CH:11][N:12]=[N:13]2)=[C:8]([Cl:23])[CH:7]=1)[CH3:5])=[N+]=[N-].[I-].[Na+].Cl[Si](C)(C)C.S([O-])([O-])=O.[Na+].[Na+].[OH-].[Na+]. Product: [Cl:23][C:8]1[CH:7]=[C:6]([C@@H:4]([NH2:1])[CH3:5])[C:15]([C:16]2[CH:21]=[CH:20][CH:19]=[C:18]([F:22])[CH:17]=2)=[C:14]2[C:9]=1[CH:10]=[CH:11][N:12]=[N:13]2. The catalyst class is: 24.